Dataset: Catalyst prediction with 721,799 reactions and 888 catalyst types from USPTO. Task: Predict which catalyst facilitates the given reaction. (1) Reactant: [Br:1][C:2]1[CH:24]=[CH:23][C:5]([C:6]([N:8]([C@H:12]2[CH2:17][CH2:16][C@H:15]([CH2:18][C:19](OC)=[O:20])[CH2:14][CH2:13]2)[CH:9]2[CH2:11][CH2:10]2)=[O:7])=[C:4]([F:25])[CH:3]=1.[H-].[Al+3].[Li+].[H-].[H-].[H-]. Product: [Br:1][C:2]1[CH:24]=[CH:23][C:5]([C:6]([N:8]([CH:9]2[CH2:11][CH2:10]2)[C@H:12]2[CH2:13][CH2:14][C@H:15]([CH2:18][CH2:19][OH:20])[CH2:16][CH2:17]2)=[O:7])=[C:4]([F:25])[CH:3]=1. The catalyst class is: 1. (2) Reactant: [CH:1]([C:4]1[CH:9]=[CH:8][CH:7]=[CH:6][C:5]=1[C:10]1[C:18]2[C:13](=[CH:14][CH:15]=[C:16]([O:19][CH2:20][CH2:21][CH2:22][CH2:23][N:24]3[CH2:29][CH2:28][O:27][CH2:26][CH2:25]3)[CH:17]=2)[N:12]([CH2:30][CH2:31][CH2:32][O:33][C:34]2[C:43]3[C:38](=[CH:39][CH:40]=[CH:41][CH:42]=3)[CH:37]=[CH:36][CH:35]=2)[C:11]=1[C:44]([O:46]CC)=[O:45])([CH3:3])[CH3:2].[OH-].[Na+]. Product: [CH:1]([C:4]1[CH:9]=[CH:8][CH:7]=[CH:6][C:5]=1[C:10]1[C:18]2[C:13](=[CH:14][CH:15]=[C:16]([O:19][CH2:20][CH2:21][CH2:22][CH2:23][N:24]3[CH2:25][CH2:26][O:27][CH2:28][CH2:29]3)[CH:17]=2)[N:12]([CH2:30][CH2:31][CH2:32][O:33][C:34]2[C:43]3[C:38](=[CH:39][CH:40]=[CH:41][CH:42]=3)[CH:37]=[CH:36][CH:35]=2)[C:11]=1[C:44]([OH:46])=[O:45])([CH3:3])[CH3:2]. The catalyst class is: 83. (3) Reactant: [O:1]=[C:2]1[CH2:7][CH2:6][CH:5]([C:8]([O:10][CH2:11][CH3:12])=[O:9])[CH2:4][CH2:3]1.[CH2:13](O)[CH2:14][OH:15].CC1C=CC(S(O)(=O)=O)=CC=1. Product: [O:15]1[C:2]2([CH2:7][CH2:6][CH:5]([C:8]([O:10][CH2:11][CH3:12])=[O:9])[CH2:4][CH2:3]2)[O:1][CH2:13][CH2:14]1. The catalyst class is: 11. (4) Reactant: [Br:1][C:2]1[C:3]([F:13])=[C:4]([C:8](=[O:12])[CH2:9][CH2:10]Cl)[CH:5]=[CH:6][CH:7]=1.[Al+3].[Cl-].[Cl-].[Cl-].[Na+].[Cl-]. Product: [Br:1][C:2]1[C:3]([F:13])=[C:4]2[C:5]([CH2:10][CH2:9][C:8]2=[O:12])=[CH:6][CH:7]=1. The catalyst class is: 425.